Dataset: Forward reaction prediction with 1.9M reactions from USPTO patents (1976-2016). Task: Predict the product of the given reaction. (1) Given the reactants C([N:8]1[CH2:12][C@@H:11]([N:13]([CH2:26][CH2:27][CH:28]([CH3:30])[CH3:29])[S:14]([C:17]2[CH:22]=[CH:21][C:20]([N+:23]([O-:25])=[O:24])=[CH:19][CH:18]=2)(=[O:16])=[O:15])[C@H:10]([N:31]([CH3:56])[CH2:32][CH2:33][NH:34][C:35](=[O:55])[C@H:36]([CH:42]([C:49]2[CH:54]=[CH:53][CH:52]=[CH:51][CH:50]=2)[C:43]2[CH:48]=[CH:47][CH:46]=[CH:45][CH:44]=2)[NH:37][C:38]([O:40][CH3:41])=[O:39])[CH2:9]1)C1C=CC=CC=1.ClC(OC(Cl)C)=O, predict the reaction product. The product is: [CH3:41][O:40][C:38]([NH:37][C@H:36]([C:35]([NH:34][CH2:33][CH2:32][N:31]([CH3:56])[C@H:10]1[C@H:11]([N:13]([CH2:26][CH2:27][CH:28]([CH3:29])[CH3:30])[S:14]([C:17]2[CH:18]=[CH:19][C:20]([N+:23]([O-:25])=[O:24])=[CH:21][CH:22]=2)(=[O:16])=[O:15])[CH2:12][NH:8][CH2:9]1)=[O:55])[CH:42]([C:49]1[CH:54]=[CH:53][CH:52]=[CH:51][CH:50]=1)[C:43]1[CH:48]=[CH:47][CH:46]=[CH:45][CH:44]=1)=[O:39]. (2) Given the reactants FC(F)(F)C(O)=O.[CH2:8]([O:11][C:12]1[C:20]([O:21]C2CCCCO2)=[CH:19][CH:18]=[C:17]2[C:13]=1[CH:14]=[N:15][N:16]2C1CCCCO1)[CH2:9][CH3:10].[OH-].[Na+], predict the reaction product. The product is: [CH2:8]([O:11][C:12]1[C:20]([OH:21])=[CH:19][CH:18]=[C:17]2[C:13]=1[CH:14]=[N:15][NH:16]2)[CH2:9][CH3:10]. (3) Given the reactants [NH2:1][C:2]1[CH:11]=[CH:10][C:9]([N:12]2[CH2:19][CH:18]3[CH:14]([CH2:15][N:16]([CH3:20])[CH2:17]3)[CH2:13]2)=[CH:8][C:3]=1[C:4]([NH:6][CH3:7])=[O:5].[OH-].[Li+].[CH2:23](OC(OCC)OCC)C, predict the reaction product. The product is: [CH3:7][N:6]1[C:4](=[O:5])[C:3]2[C:2](=[CH:11][CH:10]=[C:9]([N:12]3[CH2:13][CH:14]4[CH:18]([CH2:17][N:16]([CH3:20])[CH2:15]4)[CH2:19]3)[CH:8]=2)[N:1]=[CH:23]1.